The task is: Predict the product of the given reaction.. This data is from Forward reaction prediction with 1.9M reactions from USPTO patents (1976-2016). (1) Given the reactants Cl[C:2]1[N:7]2[N:8]=[CH:9][CH:10]=[C:6]2[N:5]=[C:4]([CH:11]2[CH2:20][CH2:19][C:14]3([O:18][CH2:17][CH2:16][O:15]3)[CH2:13][CH2:12]2)[CH:3]=1.[NH3:21], predict the reaction product. The product is: [O:18]1[C:14]2([CH2:19][CH2:20][CH:11]([C:4]3[CH:3]=[C:2]([NH2:21])[N:7]4[N:8]=[CH:9][CH:10]=[C:6]4[N:5]=3)[CH2:12][CH2:13]2)[O:15][CH2:16][CH2:17]1. (2) Given the reactants [Cl:1][C:2]1[CH:7]=[CH:6][C:5]([O:8][C:9](=[O:24])[N:10]([CH2:12][CH2:13][C@H:14]2[CH2:19][CH2:18][C@H:17](/[CH:20]=[CH:21]/[CH2:22]Cl)[CH2:16][CH2:15]2)[CH3:11])=[CH:4][CH:3]=1.[CH2:25]([NH2:27])[CH3:26], predict the reaction product. The product is: [Cl:1][C:2]1[CH:7]=[CH:6][C:5]([O:8][C:9](=[O:24])[N:10]([CH2:12][CH2:13][C@H:14]2[CH2:19][CH2:18][C@H:17](/[CH:20]=[CH:21]/[CH2:22][NH:27][CH2:25][CH3:26])[CH2:16][CH2:15]2)[CH3:11])=[CH:4][CH:3]=1. (3) Given the reactants [CH2:1]=[CH:2][C:3]1[CH:8]=[CH:7][CH:6]=[CH:5][CH:4]=1, predict the reaction product. The product is: [C:3]1(/[CH:2]=[CH:1]/[C:3]2[CH:8]=[CH:7][CH:6]=[CH:5][CH:4]=2)[CH:8]=[CH:7][CH:6]=[CH:5][CH:4]=1. (4) Given the reactants [Na].[CH2:2]([N:9]1[C:13](=[O:14])/[C:12](=[C:15](/[NH:17][CH2:18][C:19]2[CH:24]=[CH:23][CH:22]=[CH:21][N:20]=2)\[CH3:16])/[C:11]([CH2:25][C:26]([O:28]C)=O)=[N:10]1)[C:3]1[CH:8]=[CH:7][CH:6]=[CH:5][CH:4]=1.Cl, predict the reaction product. The product is: [CH2:2]([N:9]1[C:13](=[O:14])[C:12]2=[C:15]([CH3:16])[N:17]([CH2:18][C:19]3[CH:24]=[CH:23][CH:22]=[CH:21][N:20]=3)[C:26](=[O:28])[CH:25]=[C:11]2[NH:10]1)[C:3]1[CH:8]=[CH:7][CH:6]=[CH:5][CH:4]=1.